Task: Regression. Given a peptide amino acid sequence and an MHC pseudo amino acid sequence, predict their binding affinity value. This is MHC class II binding data.. Dataset: Peptide-MHC class II binding affinity with 134,281 pairs from IEDB (1) The binding affinity (normalized) is 0.321. The peptide sequence is DVSGVQAPVGAITTI. The MHC is DRB1_0404 with pseudo-sequence DRB1_0404. (2) The peptide sequence is LFAQEKTKFLTRRLA. The MHC is DRB1_0101 with pseudo-sequence DRB1_0101. The binding affinity (normalized) is 0.630.